This data is from Forward reaction prediction with 1.9M reactions from USPTO patents (1976-2016). The task is: Predict the product of the given reaction. (1) Given the reactants [CH:1](=[O:3])[CH3:2].[C:4]([O:7][C:8](=[O:10])[CH3:9])(=[O:6])[CH3:5], predict the reaction product. The product is: [C:1]([O:10][CH:8]([O:7][C:4](=[O:6])[CH3:5])[CH3:9])(=[O:3])[CH3:2]. (2) Given the reactants [C:1]([C:5]1[CH:10]=[CH:9][C:8]([C:11]2[N:12]([C:30](Cl)=[O:31])[C@H:13]([C:23]3[CH:28]=[CH:27][C:26]([Cl:29])=[CH:25][CH:24]=3)[C@H:14]([C:16]3[CH:21]=[CH:20][C:19]([Cl:22])=[CH:18][CH:17]=3)[N:15]=2)=[C:7]([O:33][CH2:34][CH3:35])[CH:6]=1)([CH3:4])([CH3:3])[CH3:2].Cl.[N:37]1([CH2:43][CH2:44][NH:45][C:46](=[O:48])[CH3:47])[CH2:42][CH2:41][NH:40][CH2:39][CH2:38]1, predict the reaction product. The product is: [ClH:22].[C:1]([C:5]1[CH:10]=[CH:9][C:8]([C:11]2[N:12]([C:30]([N:40]3[CH2:41][CH2:42][N:37]([CH2:43][CH2:44][NH:45][C:46](=[O:48])[CH3:47])[CH2:38][CH2:39]3)=[O:31])[C@H:13]([C:23]3[CH:24]=[CH:25][C:26]([Cl:29])=[CH:27][CH:28]=3)[C@H:14]([C:16]3[CH:17]=[CH:18][C:19]([Cl:22])=[CH:20][CH:21]=3)[N:15]=2)=[C:7]([O:33][CH2:34][CH3:35])[CH:6]=1)([CH3:4])([CH3:2])[CH3:3]. (3) Given the reactants C(OC([NH:11][CH2:12][CH2:13][CH2:14][C:15]([O:17][C:18]([CH3:21])([CH3:20])[CH3:19])=[O:16])=O)C1C=CC=CC=1, predict the reaction product. The product is: [NH2:11][CH2:12][CH2:13][CH2:14][C:15]([O:17][C:18]([CH3:21])([CH3:20])[CH3:19])=[O:16].